This data is from Catalyst prediction with 721,799 reactions and 888 catalyst types from USPTO. The task is: Predict which catalyst facilitates the given reaction. (1) Product: [CH3:7][C:6]1[N:16]([C:15]2[CH:17]=[CH:18][C:12]([O:11][CH2:9][CH3:10])=[CH:13][C:14]=2[N+:19]([O-:21])=[O:20])[C:2]([CH3:4])=[CH:1][CH:5]=1. Reactant: [CH2:1]([CH2:5][C:6](=O)[CH3:7])[C:2]([CH3:4])=O.[CH2:9]([O:11][C:12]1[CH:18]=[CH:17][C:15]([NH2:16])=[C:14]([N+:19]([O-:21])=[O:20])[CH:13]=1)[CH3:10].O. The catalyst class is: 15. (2) Reactant: Cl.Cl.N1CCC([C:9]2[N:13]3[CH2:14][CH2:15][CH2:16][CH2:17][C:12]3=[N:11][CH:10]=2)CC1.[CH2:18]1[CH2:28][CH2:27][N:26]2C(=NC[CH2:24][CH2:25]2)CC1.[Cl:29][C:30]1[CH:35]=[CH:34][C:33](/[CH:36]=[CH:37]/[S:38]([CH2:41][CH2:42][C:43]([OH:45])=O)(=[O:40])=[O:39])=[CH:32][CH:31]=1.CCN=C=NCCCN(C)C.C1C=CC2N(O)N=NC=2C=1. Product: [Cl:29][C:30]1[CH:31]=[CH:32][C:33](/[CH:36]=[CH:37]/[S:38]([CH2:41][CH2:42][C:43]([N:26]2[CH2:25][CH2:24][CH:18]([N:11]3[CH:12]4[CH2:17][CH2:16][CH2:15][CH2:14][N:13]4[CH:9]=[CH:10]3)[CH2:28][CH2:27]2)=[O:45])(=[O:39])=[O:40])=[CH:34][CH:35]=1. The catalyst class is: 556. (3) Reactant: [NH:1]([C:5]1[CH:14]=[C:13]2[C:8]([C:9]([CH2:16][C:17]3[CH:22]=[CH:21][N:20]=[CH:19][CH:18]=3)=[N:10][N:11]=[C:12]2[Cl:15])=[CH:7][CH:6]=1)[C:2]([CH3:4])=[O:3].[NH2:23][C:24]1[CH:29]=[CH:28][CH:27]=[CH:26][CH:25]=1. Product: [ClH:15].[NH:1]([C:5]1[CH:14]=[C:13]2[C:8]([C:9]([CH2:16][C:17]3[CH:22]=[CH:21][N:20]=[CH:19][CH:18]=3)=[N:10][N:11]=[C:12]2[NH:23][C:24]2[CH:29]=[CH:28][CH:27]=[CH:26][CH:25]=2)=[CH:7][CH:6]=1)[C:2]([CH3:4])=[O:3]. The catalyst class is: 51. (4) Product: [NH2:1][C:2]1[CH:7]=[C:6]([C:8]([F:9])([F:11])[F:10])[C:5]([Br:12])=[CH:4][N:3]=1. The catalyst class is: 22. Reactant: [NH2:1][C:2]1[CH:7]=[C:6]([C:8]([F:11])([F:10])[F:9])[CH:5]=[CH:4][N:3]=1.[Br:12]N1C(=O)CCC1=O. (5) Reactant: C([O:4][CH2:5][C@@H:6]1[O:15][CH2:14][C@@H:9]2[CH2:10][O:11][CH2:12][CH2:13][N:8]2[CH2:7]1)(=O)C.C[O-].[Na+].Cl.C(N(CC)CC)C.[CH3:27][S:28](Cl)(=[O:30])=[O:29]. Product: [CH3:27][S:28]([O:4][CH2:5][C@@H:6]1[O:15][CH2:14][C@@H:9]2[CH2:10][O:11][CH2:12][CH2:13][N:8]2[CH2:7]1)(=[O:30])=[O:29]. The catalyst class is: 71. (6) The catalyst class is: 4. Reactant: [F:1][C:2]1[CH:35]=[CH:34][CH:33]=[C:32]([F:36])[C:3]=1[C:4]([NH:6][C:7]1[C:8]([C:18]2[NH:19][C:20]([C:25]3[CH:30]=[CH:29][C:28]([F:31])=[CH:27][CH:26]=3)=[C:21]([CH:23]=O)[N:22]=2)=[N:9][N:10]([CH:12]2[CH2:17][CH2:16][CH2:15][CH2:14][O:13]2)[CH:11]=1)=[O:5].C(O[BH-](OC(=O)C)OC(=O)C)(=O)C.[Na+].C(O)(=O)C.[CH3:55][O:56][CH2:57][CH2:58][NH2:59]. Product: [F:36][C:32]1[CH:33]=[CH:34][CH:35]=[C:2]([F:1])[C:3]=1[C:4]([NH:6][C:7]1[C:8]([C:18]2[NH:19][C:20]([C:25]3[CH:30]=[CH:29][C:28]([F:31])=[CH:27][CH:26]=3)=[C:21]([CH2:23][NH:59][CH2:58][CH2:57][O:56][CH3:55])[N:22]=2)=[N:9][N:10]([CH:12]2[CH2:17][CH2:16][CH2:15][CH2:14][O:13]2)[CH:11]=1)=[O:5]. (7) Reactant: [OH:1][C:2]1[CH:26]=[CH:25][C:5]([CH2:6][C:7]23[CH2:14][CH2:13][CH2:12][N:11]2[C:10](=[O:15])[N:9]([C:16]2[CH:21]=[C:20]([Cl:22])[N:19]=[C:18]([Cl:23])[CH:17]=2)[C:8]3=[O:24])=[CH:4][CH:3]=1.C1C=CC(P(C2C=CC=CC=2)C2C=CC=CC=2)=CC=1.O[CH2:47][CH2:48][C:49]1[CH:54]=[CH:53][N:52]=[CH:51][CH:50]=1.CCOC(/N=N/C(OCC)=O)=O. Product: [N:52]1[CH:53]=[CH:54][C:49]([CH2:48][CH2:47][O:1][C:2]2[CH:3]=[CH:4][C:5]([CH2:6][C:7]34[CH2:14][CH2:13][CH2:12][N:11]3[C:10](=[O:15])[N:9]([C:16]3[CH:17]=[C:18]([Cl:23])[N:19]=[C:20]([Cl:22])[CH:21]=3)[C:8]4=[O:24])=[CH:25][CH:26]=2)=[CH:50][CH:51]=1. The catalyst class is: 2.